From a dataset of Forward reaction prediction with 1.9M reactions from USPTO patents (1976-2016). Predict the product of the given reaction. (1) Given the reactants [CH:1](=O)[C:2]1[CH:7]=[CH:6][CH:5]=[CH:4][CH:3]=1.[C@@H:9]1([NH2:16])[CH2:14][CH2:13][CH2:12][CH2:11][C@H:10]1N.[BH3-][C:18]#[N:19].[Na+], predict the reaction product. The product is: [CH2:1]([NH:16][C@@H:9]1[CH2:10][CH2:11][CH2:12][CH2:13][C@H:14]1[NH:19][CH2:18][C:2]1[CH:7]=[CH:6][CH:5]=[CH:4][CH:3]=1)[C:2]1[CH:7]=[CH:6][CH:5]=[CH:4][CH:3]=1. (2) Given the reactants C([O:5][C:6](=O)[NH:7][CH2:8][CH2:9][CH2:10][NH:11][C:12]([C:14]1[N:15]=[CH:16][C:17]2[C:18](=[O:32])[N:19]([CH2:25][C:26]3[CH:31]=[CH:30][CH:29]=[CH:28][CH:27]=3)[CH:20]=[CH:21][C:22]=2[C:23]=1[OH:24])=[O:13])(C)(C)C.[F:34][C:35]([F:40])([F:39])C(O)=O, predict the reaction product. The product is: [F:34][C:35]([F:40])([F:39])[C:6]([NH:7][CH2:8][CH2:9][CH2:10][NH:11][C:12]([C:14]1[N:15]=[CH:16][C:17]2[C:18](=[O:32])[N:19]([CH2:25][C:26]3[CH:27]=[CH:28][CH:29]=[CH:30][CH:31]=3)[CH:20]=[CH:21][C:22]=2[C:23]=1[OH:24])=[O:13])=[O:5].